Dataset: Forward reaction prediction with 1.9M reactions from USPTO patents (1976-2016). Task: Predict the product of the given reaction. (1) The product is: [NH2:19][C:16]1[CH:15]=[CH:14][C:13]2[C:18](=[C:9]([O:8][C:4]3[N:5]=[CH:6][N:7]=[C:2]([C:25]4[CH:26]=[CH:27][C:22]([C:20]#[N:21])=[CH:23][CH:24]=4)[CH:3]=3)[CH:10]=[CH:11][CH:12]=2)[N:17]=1. Given the reactants Cl[C:2]1[N:7]=[CH:6][N:5]=[C:4]([O:8][C:9]2[CH:10]=[CH:11][CH:12]=[C:13]3[C:18]=2[N:17]=[C:16]([NH2:19])[CH:15]=[CH:14]3)[CH:3]=1.[C:20]([C:22]1[CH:27]=[CH:26][C:25](B(O)O)=[CH:24][CH:23]=1)#[N:21], predict the reaction product. (2) Given the reactants CC1C=NC2C(C=1C)=CC=C1C=2N=CC(C)=C1C.[CH:19]1([N:23]2[CH2:29][CH2:28][CH2:27][N:26]([C:30]([N:32]3[CH2:35][CH:34]([OH:36])[CH2:33]3)=[O:31])[CH2:25][CH2:24]2)[CH2:22][CH2:21][CH2:20]1.Br[C:38]1[CH:39]=[CH:40][C:41]([C:44]([F:47])([F:46])[F:45])=[N:42][CH:43]=1, predict the reaction product. The product is: [CH:19]1([N:23]2[CH2:29][CH2:28][CH2:27][N:26]([C:30]([N:32]3[CH2:33][CH:34]([O:36][C:38]4[CH:43]=[N:42][C:41]([C:44]([F:47])([F:46])[F:45])=[CH:40][CH:39]=4)[CH2:35]3)=[O:31])[CH2:25][CH2:24]2)[CH2:22][CH2:21][CH2:20]1. (3) Given the reactants [O:1]1[C:5]2[CH:6]=[CH:7][CH:8]=[CH:9][C:4]=2[CH:3]=[C:2]1[C:10]1[N:14]2[N:15]=[C:16](Cl)[CH:17]=[CH:18][C:13]2=[N:12][CH:11]=1.[NH2:20][CH2:21][CH:22]([OH:27])[C:23]([CH3:26])([CH3:25])[CH3:24], predict the reaction product. The product is: [O:1]1[C:5]2[CH:6]=[CH:7][CH:8]=[CH:9][C:4]=2[CH:3]=[C:2]1[C:10]1[N:14]2[N:15]=[C:16]([NH:20][CH2:21][CH:22]([OH:27])[C:23]([CH3:26])([CH3:25])[CH3:24])[CH:17]=[CH:18][C:13]2=[N:12][CH:11]=1.